This data is from Forward reaction prediction with 1.9M reactions from USPTO patents (1976-2016). The task is: Predict the product of the given reaction. (1) Given the reactants [NH2:1][C:2]1[C:7](I)=[CH:6][C:5]([Br:9])=[CH:4][N:3]=1.[Br:10][C:11]1[CH:12]=[CH:13][C:14]([O:20][CH3:21])=[C:15](B(O)O)[CH:16]=1.C(=O)([O-])[O-].[K+].[K+].C1(C)C=CC=CC=1, predict the reaction product. The product is: [Br:9][C:5]1[CH:6]=[C:7]([C:13]2[CH:12]=[C:11]([Br:10])[CH:16]=[CH:15][C:14]=2[O:20][CH3:21])[C:2]([NH2:1])=[N:3][CH:4]=1. (2) The product is: [NH2:1][C:2]1[N:3]=[C:4]([NH:17][C:18]2[CH:23]=[CH:22][C:21]([S:24][CH2:25][CH2:26][OH:27])=[CH:20][CH:19]=2)[S:5][C:6]=1[C:7](=[O:16])[C:8]1[C:9]([Cl:15])=[CH:10][CH:11]=[CH:12][C:13]=1[Cl:14]. Given the reactants [NH2:1][C:2]1[N:3]=[C:4]([NH:17][C:18]2[CH:23]=[CH:22][C:21]([S:24][CH2:25][C:26](N)=[O:27])=[CH:20][CH:19]=2)[S:5][C:6]=1[C:7](=[O:16])[C:8]1[C:13]([Cl:14])=[CH:12][CH:11]=[CH:10][C:9]=1[Cl:15].BrCCO, predict the reaction product. (3) Given the reactants [F:1][C:2]1[CH:20]=[CH:19][C:5]([CH2:6][NH:7][C:8]([C:10]2[N:15]=[CH:14][N:13]=[C:12]([C:16]([OH:18])=O)[CH:11]=2)=[O:9])=[CH:4][C:3]=1[CH3:21].[B-](F)(F)(F)F.CCOC(C(C#N)=NOC(N(C)C)=[N+](C)C)=O.[NH2:44][CH2:45][C:46]1[CH:60]=[CH:59][C:49]([O:50][CH2:51][C:52]([O:54][C:55]([CH3:58])([CH3:57])[CH3:56])=[O:53])=[CH:48][CH:47]=1.C(N1CCOCC1)C, predict the reaction product. The product is: [F:1][C:2]1[CH:20]=[CH:19][C:5]([CH2:6][NH:7][C:8]([C:10]2[N:15]=[CH:14][N:13]=[C:12]([C:16]([NH:44][CH2:45][C:46]3[CH:60]=[CH:59][C:49]([O:50][CH2:51][C:52]([O:54][C:55]([CH3:56])([CH3:58])[CH3:57])=[O:53])=[CH:48][CH:47]=3)=[O:18])[CH:11]=2)=[O:9])=[CH:4][C:3]=1[CH3:21]. (4) Given the reactants BrC1C([C:20]2[S:21][C:22]([Cl:30])=[C:23]([CH2:25][CH2:26][N:27]([CH3:29])[CH3:28])[CH:24]=2)=NC(NCCN2C(C)(C)C(=O)NC2=O)=NC=1.C(=O)([O-])[O-].[K+].[K+].[I-].[Na+].Br[CH2:40][CH2:41]CCBr, predict the reaction product. The product is: [Cl:30][C:22]1[S:21][CH:20]=[CH:24][C:23]=1[CH2:25][CH2:26][N:27]1[CH2:28][CH2:41][CH2:40][CH2:29]1. (5) The product is: [C:36]([O:35][C:33]([NH:32][C:4]1[S:3][C:2]([C:48]2[CH:49]=[C:50]([CH3:53])[CH:51]=[CH:52][C:47]=2[F:46])=[N:6][C:5]=1[C:7]([NH:9][C:10]1[CH:11]=[N:12][N:13]([CH3:31])[C:14]=1[N:15]1[CH2:21][C:20]([F:23])([F:22])[CH2:19][N:18]([C:24]([O:26][C:27]([CH3:30])([CH3:29])[CH3:28])=[O:25])[CH2:17][CH2:16]1)=[O:8])=[O:34])([CH3:39])([CH3:38])[CH3:37].[NH2:32][C:4]1[S:3][C:2]([C:48]2[CH:49]=[C:50]([CH3:53])[CH:51]=[CH:52][C:47]=2[F:46])=[N:6][C:5]=1[C:7]([NH:9][C:10]1[CH:11]=[N:12][N:13]([CH3:31])[C:14]=1[N:15]1[CH2:21][C:20]([F:22])([F:23])[CH2:19][N:18]([C:24]([O:26][C:27]([CH3:29])([CH3:28])[CH3:30])=[O:25])[CH2:17][CH2:16]1)=[O:8]. Given the reactants Br[C:2]1[S:3][C:4]([NH:32][C:33]([O:35][C:36]([CH3:39])([CH3:38])[CH3:37])=[O:34])=[C:5]([C:7]([NH:9][C:10]2[CH:11]=[N:12][N:13]([CH3:31])[C:14]=2[N:15]2[CH2:21][C:20]([F:23])([F:22])[CH2:19][N:18]([C:24]([O:26][C:27]([CH3:30])([CH3:29])[CH3:28])=[O:25])[CH2:17][CH2:16]2)=[O:8])[N:6]=1.C([O-])([O-])=O.[Na+].[Na+].[F:46][C:47]1[CH:52]=[CH:51][C:50]([CH3:53])=[CH:49][C:48]=1B(O)O, predict the reaction product. (6) Given the reactants Br[CH2:2][CH2:3][C:4]1[C:12]2[C:7](=[CH:8][CH:9]=[CH:10][CH:11]=2)[NH:6][CH:5]=1.[S:13]1[CH2:17][CH2:16][NH:15][CH2:14]1, predict the reaction product. The product is: [NH:6]1[C:7]2[C:12](=[CH:11][CH:10]=[CH:9][CH:8]=2)[C:4]([CH2:3][CH2:2][N:15]2[CH2:16][CH2:17][S:13][CH2:14]2)=[CH:5]1. (7) Given the reactants [CH3:1][O:2][C:3]([C:5]1[S:14][C:8]2[N:9]=[CH:10][N:11]=[C:12](Cl)[C:7]=2[C:6]=1[CH3:15])=[O:4].[NH2:16][C:17]1[CH:35]=[CH:34][C:33]([CH3:36])=[CH:32][C:18]=1[O:19][C@H:20]1[CH2:25][CH2:24][CH2:23][N:22]([C:26](=[O:31])[C:27]([F:30])([F:29])[F:28])[CH2:21]1, predict the reaction product. The product is: [CH3:1][O:2][C:3]([C:5]1[S:14][C:8]2[N:9]=[CH:10][N:11]=[C:12]([NH:16][C:17]3[CH:35]=[CH:34][C:33]([CH3:36])=[CH:32][C:18]=3[O:19][C@H:20]3[CH2:25][CH2:24][CH2:23][N:22]([C:26](=[O:31])[C:27]([F:30])([F:28])[F:29])[CH2:21]3)[C:7]=2[C:6]=1[CH3:15])=[O:4]. (8) Given the reactants [CH3:1][N:2]([CH2:10][C:11]1[S:12][C:13]([S:23]([C:26]2[CH:31]=[CH:30][CH:29]=[CH:28][CH:27]=2)(=[O:25])=[O:24])=[C:14]([N:16]2[CH2:21][CH2:20][CH2:19][CH2:18][C:17]2=[O:22])[CH:15]=1)C(=O)OC(C)(C)C.C(OCC)(=O)C.[ClH:38], predict the reaction product. The product is: [ClH:38].[CH3:1][NH:2][CH2:10][C:11]1[S:12][C:13]([S:23]([C:26]2[CH:31]=[CH:30][CH:29]=[CH:28][CH:27]=2)(=[O:25])=[O:24])=[C:14]([N:16]2[CH2:21][CH2:20][CH2:19][CH2:18][C:17]2=[O:22])[CH:15]=1.